The task is: Predict the reaction yield, written as a fraction of the theoretical maximum amount of product (1.0 means a 100% yield; for example, 0.34 means a 34% yield).. This data is from Reaction yield outcomes from USPTO patents with 853,638 reactions. The reactants are [CH3:1][C:2]1[C:3]([C:12]([O:14]CC)=O)=[C:4]([NH:8][C:9]([NH2:11])=[S:10])[S:5][C:6]=1[CH3:7].[OH-].[Na+].CC(O)=O. The catalyst is CCO. The product is [CH3:1][C:2]1[C:3]2[C:12](=[O:14])[NH:11][C:9](=[S:10])[NH:8][C:4]=2[S:5][C:6]=1[CH3:7]. The yield is 0.240.